Task: Regression. Given two drug SMILES strings and cell line genomic features, predict the synergy score measuring deviation from expected non-interaction effect.. Dataset: NCI-60 drug combinations with 297,098 pairs across 59 cell lines (1) Drug 1: CNC(=O)C1=CC=CC=C1SC2=CC3=C(C=C2)C(=NN3)C=CC4=CC=CC=N4. Drug 2: C1CNP(=O)(OC1)N(CCCl)CCCl. Cell line: SF-539. Synergy scores: CSS=8.19, Synergy_ZIP=0.220, Synergy_Bliss=2.08, Synergy_Loewe=-11.7, Synergy_HSA=-4.07. (2) Drug 1: CC1=C2C(C(=O)C3(C(CC4C(C3C(C(C2(C)C)(CC1OC(=O)C(C(C5=CC=CC=C5)NC(=O)OC(C)(C)C)O)O)OC(=O)C6=CC=CC=C6)(CO4)OC(=O)C)O)C)O. Drug 2: B(C(CC(C)C)NC(=O)C(CC1=CC=CC=C1)NC(=O)C2=NC=CN=C2)(O)O. Cell line: HS 578T. Synergy scores: CSS=45.0, Synergy_ZIP=-5.56, Synergy_Bliss=-6.61, Synergy_Loewe=-7.66, Synergy_HSA=-4.40. (3) Drug 1: CNC(=O)C1=CC=CC=C1SC2=CC3=C(C=C2)C(=NN3)C=CC4=CC=CC=N4. Drug 2: C1C(C(OC1N2C=NC3=C2NC=NCC3O)CO)O. Cell line: SNB-75. Synergy scores: CSS=4.29, Synergy_ZIP=-1.13, Synergy_Bliss=1.02, Synergy_Loewe=2.36, Synergy_HSA=2.33. (4) Synergy scores: CSS=34.3, Synergy_ZIP=0.773, Synergy_Bliss=2.26, Synergy_Loewe=2.49, Synergy_HSA=2.90. Drug 2: C1=NC(=NC(=O)N1C2C(C(C(O2)CO)O)O)N. Cell line: OVCAR-5. Drug 1: C1=C(C(=O)NC(=O)N1)F. (5) Drug 1: C1=NC(=NC(=O)N1C2C(C(C(O2)CO)O)O)N. Synergy scores: CSS=46.7, Synergy_ZIP=-6.68, Synergy_Bliss=-1.90, Synergy_Loewe=0.991, Synergy_HSA=2.66. Drug 2: CCN(CC)CCCC(C)NC1=C2C=C(C=CC2=NC3=C1C=CC(=C3)Cl)OC. Cell line: OVCAR-8. (6) Drug 1: CC12CCC(CC1=CCC3C2CCC4(C3CC=C4C5=CN=CC=C5)C)O. Drug 2: C1=NNC2=C1C(=O)NC=N2. Cell line: OVCAR-8. Synergy scores: CSS=8.06, Synergy_ZIP=-0.127, Synergy_Bliss=2.95, Synergy_Loewe=-1.60, Synergy_HSA=1.88. (7) Drug 1: CNC(=O)C1=CC=CC=C1SC2=CC3=C(C=C2)C(=NN3)C=CC4=CC=CC=N4. Drug 2: CN(CC1=CN=C2C(=N1)C(=NC(=N2)N)N)C3=CC=C(C=C3)C(=O)NC(CCC(=O)O)C(=O)O. Cell line: T-47D. Synergy scores: CSS=-2.23, Synergy_ZIP=2.15, Synergy_Bliss=3.90, Synergy_Loewe=-0.0481, Synergy_HSA=0.221.